Dataset: Full USPTO retrosynthesis dataset with 1.9M reactions from patents (1976-2016). Task: Predict the reactants needed to synthesize the given product. (1) The reactants are: [N:1]1[CH:6]=[CH:5][CH:4]=[C:3]2[C:7](=[O:10])[O:8][CH2:9][C:2]=12.[N:11]1[CH:16]=[CH:15][C:14]([CH:17]=O)=[CH:13][CH:12]=1.C[O-].[Na+].N#N. Given the product [N:11]1[CH:16]=[CH:15][C:14]([CH:17]2[C:9](=[O:8])[C:2]3[N:1]=[CH:6][CH:5]=[CH:4][C:3]=3[C:7]2=[O:10])=[CH:13][CH:12]=1, predict the reactants needed to synthesize it. (2) Given the product [CH:19]1([CH2:18][C:4]2[S:3][C:2]([NH2:1])=[CH:6][C:5]=2[C:12]2[CH:17]=[CH:16][CH:15]=[CH:14][CH:13]=2)[CH2:20][CH2:21][CH2:22][CH2:23][CH2:24]1, predict the reactants needed to synthesize it. The reactants are: [NH2:1][C:2]1[S:3][C:4]([CH2:18][CH:19]2[CH2:24][CH2:23][CH2:22][CH2:21][CH2:20]2)=[C:5]([C:12]2[CH:17]=[CH:16][CH:15]=[CH:14][CH:13]=2)[C:6]=1C(OCC)=O.[OH-].[K+]. (3) The reactants are: N#N.[CH3:3][C:4]1([C:9]2[CH:14]=[CH:13][CH:12]=[C:11]([CH2:15][N:16]3[N:20]=[C:19]([N+:21]([O-])=O)[CH:18]=[N:17]3)[N:10]=2)[O:8][CH2:7][CH2:6][O:5]1.[NH4+].[Cl-]. Given the product [CH3:3][C:4]1([C:9]2[N:10]=[C:11]([CH2:15][N:16]3[N:20]=[C:19]([NH2:21])[CH:18]=[N:17]3)[CH:12]=[CH:13][CH:14]=2)[O:8][CH2:7][CH2:6][O:5]1, predict the reactants needed to synthesize it.